Dataset: Catalyst prediction with 721,799 reactions and 888 catalyst types from USPTO. Task: Predict which catalyst facilitates the given reaction. (1) Reactant: F[C:2]1[C:10]([F:11])=[C:9]([F:12])[CH:8]=[CH:7][C:3]=1[C:4]([OH:6])=[O:5].[NH2:13][C:14]1[CH:23]=[CH:22][C:17]([C:18]([O:20][CH3:21])=[O:19])=[CH:16][CH:15]=1.[Li+].C[Si]([N-][Si](C)(C)C)(C)C. Product: [F:11][C:10]1[C:2]([NH:13][C:14]2[CH:15]=[CH:16][C:17]([C:18]([O:20][CH3:21])=[O:19])=[CH:22][CH:23]=2)=[C:3]([CH:7]=[CH:8][C:9]=1[F:12])[C:4]([OH:6])=[O:5]. The catalyst class is: 1. (2) Reactant: Br[CH2:2][CH2:3][NH:4][C:5](=[O:14])[O:6][CH2:7][C:8]1[CH:13]=[CH:12][CH:11]=[CH:10][CH:9]=1.[NH:15]1[CH2:20][CH2:19][CH:18]([NH:21][C:22](=[O:28])[O:23][C:24]([CH3:27])([CH3:26])[CH3:25])[CH2:17][CH2:16]1.C(=O)([O-])[O-].[K+].[K+].C(#N)C. Product: [C:8]1([CH2:7][O:6][C:5]([NH:4][CH2:3][CH2:2][N:15]2[CH2:16][CH2:17][CH:18]([NH:21][C:22](=[O:28])[O:23][C:24]([CH3:26])([CH3:25])[CH3:27])[CH2:19][CH2:20]2)=[O:14])[CH:13]=[CH:12][CH:11]=[CH:10][CH:9]=1. The catalyst class is: 3. (3) Reactant: [C:1]([Cl:4])(Cl)=[O:2].[C:5]([O:8][C:9]1[CH:14]=[CH:13][C:12]([CH2:15]O)=[CH:11][CH:10]=1)(=[O:7])[CH3:6]. Product: [C:5]([O:8][C:9]1[CH:14]=[CH:13][C:12]([CH2:15][C:1]([Cl:4])=[O:2])=[CH:11][CH:10]=1)(=[O:7])[CH3:6]. The catalyst class is: 11. (4) Reactant: [CH:1]([C:3]1[CH:11]=[C:7]([C:8]([OH:10])=[O:9])[C:6]([OH:12])=[CH:5][CH:4]=1)=O.[O:13]1[C:17]([C:18]2[CH:23]=[CH:22][C:21]([NH:24][NH2:25])=[CH:20][CH:19]=2)=[CH:16][N:15]=[CH:14]1. Product: [OH:12][C:6]1[CH:5]=[CH:4][C:3]([CH:1]=[N:25][NH:24][C:21]2[CH:20]=[CH:19][C:18]([C:17]3[O:13][CH:14]=[N:15][CH:16]=3)=[CH:23][CH:22]=2)=[CH:11][C:7]=1[C:8]([OH:10])=[O:9]. The catalyst class is: 8. (5) The catalyst class is: 5. Reactant: [CH3:1][O:2][C:3]1[CH:8]=[CH:7][CH:6]=[CH:5][C:4]=1[C:9]1[C:17]2[C:12](=[N:13][CH:14]=[C:15]([C:18]3[CH:19]=[C:20]([CH:25]=[CH:26][CH:27]=3)[C:21](=[NH:24])OC)[CH:16]=2)[NH:11][N:10]=1.[NH:28]1[CH2:33][CH2:32][O:31][CH2:30][CH2:29]1.C(N(CC)CC)C. Product: [CH3:1][O:2][C:3]1[CH:8]=[CH:7][CH:6]=[CH:5][C:4]=1[C:9]1[C:17]2[C:12](=[N:13][CH:14]=[C:15]([C:18]3[CH:19]=[C:20]([C:21](=[NH:24])[N:28]4[CH2:33][CH2:32][O:31][CH2:30][CH2:29]4)[CH:25]=[CH:26][CH:27]=3)[CH:16]=2)[NH:11][N:10]=1.